Predict which catalyst facilitates the given reaction. From a dataset of Catalyst prediction with 721,799 reactions and 888 catalyst types from USPTO. (1) Reactant: Cl[C:2]1[CH:7]=[C:6]([Cl:8])[N:5]=[CH:4][N:3]=1.[F:9][C:10]([F:19])([F:18])[C:11]1[CH:12]=[C:13]([CH:15]=[CH:16][CH:17]=1)[NH2:14].C(N(CC)C(C)C)(C)C. Product: [Cl:8][C:6]1[N:5]=[CH:4][N:3]=[C:2]([NH:14][C:13]2[CH:15]=[CH:16][CH:17]=[C:11]([C:10]([F:9])([F:18])[F:19])[CH:12]=2)[CH:7]=1. The catalyst class is: 8. (2) Reactant: [NH2:1]/[C:2](/[C:9]([F:12])([F:11])[F:10])=[CH:3]\[C:4]([O:6]CC)=O.[H-].[Na+].[Cl:15][C:16]1[C:21]([O:22][C:23]2[CH:28]=[CH:27][CH:26]=[CH:25][C:24]=2[O:29][CH2:30][C:31]([O:33][CH2:34][CH3:35])=[O:32])=[CH:20][C:19]([N:36]=[C:37]=[O:38])=[C:18]([F:39])[CH:17]=1.Cl. Product: [Cl:15][C:16]1[CH:17]=[C:18]([F:39])[C:19]([N:36]2[C:4](=[O:6])[CH:3]=[C:2]([C:9]([F:10])([F:11])[F:12])[NH:1][C:37]2=[O:38])=[CH:20][C:21]=1[O:22][C:23]1[CH:28]=[CH:27][CH:26]=[CH:25][C:24]=1[O:29][CH2:30][C:31]([O:33][CH2:34][CH3:35])=[O:32]. The catalyst class is: 9.